This data is from Forward reaction prediction with 1.9M reactions from USPTO patents (1976-2016). The task is: Predict the product of the given reaction. (1) Given the reactants [OH:1][CH2:2][CH2:3][N:4]1[CH2:9][CH:8]2[CH:6]([CH:7]2[NH:10][C:11](=[O:17])[O:12][C:13]([CH3:16])([CH3:15])[CH3:14])[CH2:5]1.C(N(CC)CC)C.[CH3:25][S:26](Cl)(=[O:28])=[O:27].FC1C=C2C(C=CC(=O)N2CCN2CCC(NCC3C=CC4OCC(=O)NC=4N=3)CC2)=CC=1.S([O-])(=O)(=O)C, predict the reaction product. The product is: [CH3:25][S:26]([O:1][CH2:2][CH2:3][N:4]1[CH2:5][CH:6]2[CH:8]([CH:7]2[NH:10][C:11]([O:12][C:13]([CH3:14])([CH3:16])[CH3:15])=[O:17])[CH2:9]1)(=[O:28])=[O:27]. (2) Given the reactants [Si:1]([O:8][C:9]1[CH:14]=[CH:13][C:12](B(O)O)=[CH:11][CH:10]=1)([C:4]([CH3:7])([CH3:6])[CH3:5])([CH3:3])[CH3:2].[O:18]=[S:19]1(=[O:36])[CH2:24][CH2:23][N:22]2[CH:25]=[CH:26][CH:27]=[C:28]([C:29]3[CH:34]=[CH:33][C:32]([OH:35])=[CH:31][CH:30]=3)[C:21]2=[N:20]1.C(N(CC)CC)C, predict the reaction product. The product is: [Si:1]([O:8][C:9]1[CH:14]=[CH:13][C:12]([O:35][C:32]2[CH:31]=[CH:30][C:29]([C:28]3[C:21]4=[N:20][S:19](=[O:36])(=[O:18])[CH2:24][CH2:23][N:22]4[CH:25]=[CH:26][CH:27]=3)=[CH:34][CH:33]=2)=[CH:11][CH:10]=1)([C:4]([CH3:7])([CH3:6])[CH3:5])([CH3:3])[CH3:2]. (3) Given the reactants C(O[C:6]([N:8]1[CH2:12][C:11](=[N:13][O:14][CH3:15])[CH2:10][C@H:9]1[C:16]([OH:18])=O)=[O:7])(C)(C)C.[CH3:19][C:20]1[CH:25]=[CH:24][CH:23]=[C:22]([CH3:26])[C:21]=1[C:27]1[CH:32]=[CH:31][C:30](C(O)=O)=[CH:29][CH:28]=1.[NH2:36][CH2:37][C:38]([NH2:40])=[O:39], predict the reaction product. The product is: [NH2:40][C:38](=[O:39])[CH2:37][NH:36][C:16]([C@@H:9]1[CH2:10][C:11](=[N:13][O:14][CH3:15])[CH2:12][N:8]1[C:6]([C:30]1[CH:29]=[CH:28][C:27]([C:21]2[C:22]([CH3:26])=[CH:23][CH:24]=[CH:25][C:20]=2[CH3:19])=[CH:32][CH:31]=1)=[O:7])=[O:18]. (4) The product is: [NH2:10][C:7]1[CH:8]=[CH:9][C:2]([N:17]2[CH2:18][CH2:19][N:14]([CH3:13])[CH2:15][CH2:16]2)=[C:3]([CH:6]=1)[C:4]#[N:5]. Given the reactants Cl[C:2]1[CH:9]=[CH:8][C:7]([N+:10]([O-])=O)=[CH:6][C:3]=1[C:4]#[N:5].[CH3:13][N:14]1[CH2:19][CH2:18][NH:17][CH2:16][CH2:15]1, predict the reaction product. (5) Given the reactants [C:1]([N:8]1[CH2:13][CH2:12][N:11]([C:14]2[CH:19]=[CH:18][CH:17]=[CH:16][C:15]=2[CH2:20][N:21]=[N+:22]=[N-:23])[CH2:10][CH2:9]1)([O:3][C:4]([CH3:7])([CH3:6])[CH3:5])=[O:2].[C:24]([O:28][CH3:29])(=[O:27])[C:25]#[CH:26], predict the reaction product. The product is: [C:1]([N:8]1[CH2:13][CH2:12][N:11]([C:14]2[CH:19]=[CH:18][CH:17]=[CH:16][C:15]=2[CH2:20][N:21]2[CH:26]=[C:25]([C:24]([O:28][CH3:29])=[O:27])[N:23]=[N:22]2)[CH2:10][CH2:9]1)([O:3][C:4]([CH3:7])([CH3:6])[CH3:5])=[O:2].